This data is from Forward reaction prediction with 1.9M reactions from USPTO patents (1976-2016). The task is: Predict the product of the given reaction. Given the reactants [CH2:1]([N:8]1[CH2:17][C:16]2[N:15]=[CH:14][CH:13]=[C:12](Cl)[C:11]=2[CH2:10][CH2:9]1)[C:2]1[CH:7]=[CH:6][CH:5]=[CH:4][CH:3]=1.[N-:19]=[N+:20]=[N-:21].[Na+].C(Cl)Cl, predict the reaction product. The product is: [N:19]([C:12]1[C:11]2[CH2:10][CH2:9][N:8]([CH2:1][C:2]3[CH:7]=[CH:6][CH:5]=[CH:4][CH:3]=3)[CH2:17][C:16]=2[N:15]=[CH:14][CH:13]=1)=[N+:20]=[N-:21].